Regression. Given two drug SMILES strings and cell line genomic features, predict the synergy score measuring deviation from expected non-interaction effect. From a dataset of NCI-60 drug combinations with 297,098 pairs across 59 cell lines. (1) Drug 1: CCCS(=O)(=O)NC1=C(C(=C(C=C1)F)C(=O)C2=CNC3=C2C=C(C=N3)C4=CC=C(C=C4)Cl)F. Drug 2: CCC1(CC2CC(C3=C(CCN(C2)C1)C4=CC=CC=C4N3)(C5=C(C=C6C(=C5)C78CCN9C7C(C=CC9)(C(C(C8N6C)(C(=O)OC)O)OC(=O)C)CC)OC)C(=O)OC)O.OS(=O)(=O)O. Cell line: SNB-19. Synergy scores: CSS=36.4, Synergy_ZIP=6.88, Synergy_Bliss=7.58, Synergy_Loewe=-38.9, Synergy_HSA=5.38. (2) Drug 1: CCCS(=O)(=O)NC1=C(C(=C(C=C1)F)C(=O)C2=CNC3=C2C=C(C=N3)C4=CC=C(C=C4)Cl)F. Drug 2: C1=NC(=NC(=O)N1C2C(C(C(O2)CO)O)O)N. Cell line: HOP-62. Synergy scores: CSS=8.96, Synergy_ZIP=-0.833, Synergy_Bliss=4.76, Synergy_Loewe=1.11, Synergy_HSA=2.65. (3) Drug 1: C1=CC(=C2C(=C1NCCNCCO)C(=O)C3=C(C=CC(=C3C2=O)O)O)NCCNCCO. Drug 2: CN(C)N=NC1=C(NC=N1)C(=O)N. Cell line: MDA-MB-231. Synergy scores: CSS=36.5, Synergy_ZIP=3.06, Synergy_Bliss=2.52, Synergy_Loewe=-30.9, Synergy_HSA=0.370.